This data is from Forward reaction prediction with 1.9M reactions from USPTO patents (1976-2016). The task is: Predict the product of the given reaction. (1) Given the reactants [CH3:1][C:2]1[C:6]2[C:7](=[O:19])[N:8]([CH2:12][CH2:13][N:14]3[CH2:18][CH2:17][CH2:16][CH2:15]3)[CH2:9][CH2:10][CH2:11][C:5]=2[NH:4][C:3]=1[CH:20]=O.[F:22][C:23]1[C:28]([F:29])=[CH:27][CH:26]=[CH:25][C:24]=1[C:30]1[CH:38]=[CH:37][CH:36]=[C:35]2[C:31]=1[CH2:32][C:33](=[O:39])[NH:34]2.N1CCCCC1, predict the reaction product. The product is: [F:22][C:23]1[C:28]([F:29])=[CH:27][CH:26]=[CH:25][C:24]=1[C:30]1[CH:38]=[CH:37][CH:36]=[C:35]2[C:31]=1/[C:32](=[CH:20]/[C:3]1[NH:4][C:5]3[CH2:11][CH2:10][CH2:9][N:8]([CH2:12][CH2:13][N:14]4[CH2:15][CH2:16][CH2:17][CH2:18]4)[C:7](=[O:19])[C:6]=3[C:2]=1[CH3:1])/[C:33](=[O:39])[NH:34]2. (2) Given the reactants [CH3:1][C:2]1[C:3]([N:9]2[CH2:14][CH2:13][N:12]([C:15]([C:17]3[CH:22]=[CH:21][C:20](I)=[CH:19][CH:18]=3)=[O:16])[CH2:11][CH2:10]2)=[N:4][CH:5]=[C:6]([CH3:8])[CH:7]=1.[CH3:24][C@@H:25]1[CH2:29][S:28](=[O:31])(=[O:30])[NH:27][CH2:26]1, predict the reaction product. The product is: [CH3:1][C:2]1[C:3]([N:9]2[CH2:14][CH2:13][N:12]([C:15]([C:17]3[CH:22]=[CH:21][C:20]([N:27]4[CH2:26][C@H:25]([CH3:24])[CH2:29][S:28]4(=[O:31])=[O:30])=[CH:19][CH:18]=3)=[O:16])[CH2:11][CH2:10]2)=[N:4][CH:5]=[C:6]([CH3:8])[CH:7]=1. (3) Given the reactants Cl[C:2]1[N:3]=[C:4]([N:24]2[CH2:29][CH2:28][O:27][CH2:26][CH2:25]2)[C:5]2[S:10][C:9]([C:11]3[CH:12]=[C:13]([S:17]([CH2:20][C@H:21]([OH:23])[CH3:22])(=[O:19])=[O:18])[CH:14]=[CH:15][CH:16]=3)=[CH:8][C:6]=2[N:7]=1.[NH2:30][C:31]1[CH:36]=[CH:35][C:34](B2OC(C)(C)C(C)(C)O2)=[CH:33][N:32]=1, predict the reaction product. The product is: [NH2:30][C:31]1[N:32]=[CH:33][C:34]([C:2]2[N:3]=[C:4]([N:24]3[CH2:29][CH2:28][O:27][CH2:26][CH2:25]3)[C:5]3[S:10][C:9]([C:11]4[CH:12]=[C:13]([S:17]([CH2:20][C@H:21]([OH:23])[CH3:22])(=[O:19])=[O:18])[CH:14]=[CH:15][CH:16]=4)=[CH:8][C:6]=3[N:7]=2)=[CH:35][CH:36]=1. (4) Given the reactants [CH3:1][O:2][C:3]([C:5]1[S:6][C:7](Br)=[CH:8][CH:9]=1)=[O:4].[N:11]1[CH:16]=[CH:15][C:14](B(O)O)=[CH:13][CH:12]=1.C(=O)([O-])[O-].[Na+].[Na+], predict the reaction product. The product is: [CH3:1][O:2][C:3]([C:5]1[S:6][C:7]([C:14]2[CH:15]=[CH:16][N:11]=[CH:12][CH:13]=2)=[CH:8][CH:9]=1)=[O:4]. (5) Given the reactants [H-].[Na+].[CH3:3][C@@H:4]1[CH2:9][C@H:8]([OH:10])[CH2:7][CH2:6][N:5]1[C@@H:11]([C:13]1[CH:18]=[CH:17][CH:16]=[CH:15][CH:14]=1)[CH3:12].I[CH3:20].O, predict the reaction product. The product is: [CH3:20][O:10][C@@H:8]1[CH2:7][CH2:6][N:5]([C@@H:11]([C:13]2[CH:14]=[CH:15][CH:16]=[CH:17][CH:18]=2)[CH3:12])[C@H:4]([CH3:3])[CH2:9]1. (6) Given the reactants [Si:1]([O:8][C:9]1[CH:15]=[CH:14][C:12]([NH2:13])=[CH:11][CH:10]=1)([C:4]([CH3:7])([CH3:6])[CH3:5])([CH3:3])[CH3:2].Br[C:17]1[CH:18]=[N:19][C:20]([O:23][CH2:24][CH3:25])=[N:21][CH:22]=1, predict the reaction product. The product is: [Si:1]([O:8][C:9]1[CH:15]=[CH:14][C:12]([NH:13][C:17]2[CH:18]=[N:19][C:20]([O:23][CH2:24][CH3:25])=[N:21][CH:22]=2)=[CH:11][CH:10]=1)([C:4]([CH3:7])([CH3:6])[CH3:5])([CH3:3])[CH3:2]. (7) Given the reactants C[O:2][C:3]1[N:8]=[C:7](S(C)(=O)=O)[N:6]=[C:5]([C:13]2[CH:29]=[CH:28][C:16]3[NH:17][C:18]([NH:20][C:21]([C:23]4[S:24][CH:25]=[CH:26][CH:27]=4)=[O:22])=[N:19][C:15]=3[CH:14]=2)[CH:4]=1.[NH2:30][CH2:31][CH2:32][CH2:33][N:34]1[CH2:38][CH2:37][CH2:36][C:35]1=[O:39], predict the reaction product. The product is: [O:2]=[C:3]1[NH:8][C:7]([NH:30][CH2:31][CH2:32][CH2:33][N:34]2[CH2:38][CH2:37][CH2:36][C:35]2=[O:39])=[N:6][C:5]([C:13]2[CH:29]=[CH:28][C:16]3[NH:17][C:18]([NH:20][C:21]([C:23]4[S:24][CH:25]=[CH:26][CH:27]=4)=[O:22])=[N:19][C:15]=3[CH:14]=2)=[CH:4]1. (8) The product is: [CH:1]1([CH2:4][O:5][C:6]2[CH:7]=[C:8]([CH:16]([O:26][C:40](=[O:41])[CH:39]([C:34]3[CH:33]=[CH:32][C:31]4[C:36](=[CH:37][CH:38]=[C:29]([O:28][CH3:27])[CH:30]=4)[CH:35]=3)[CH3:43])[CH2:17][C:18]3[C:19]([Cl:25])=[CH:20][N:21]=[CH:22][C:23]=3[Cl:24])[CH:9]=[CH:10][C:11]=2[O:12][CH:13]([F:14])[F:15])[CH2:3][CH2:2]1. Given the reactants [CH:1]1([CH2:4][O:5][C:6]2[CH:7]=[C:8]([CH:16]([OH:26])[CH2:17][C:18]3[C:23]([Cl:24])=[CH:22][N:21]=[CH:20][C:19]=3[Cl:25])[CH:9]=[CH:10][C:11]=2[O:12][CH:13]([F:15])[F:14])[CH2:3][CH2:2]1.[CH3:27][O:28][C:29]1[CH:30]=[C:31]2[C:36](=[CH:37][CH:38]=1)[CH:35]=[C:34]([C@H:39]([CH3:43])[C:40](O)=[O:41])[CH:33]=[CH:32]2.Cl.C(N=C=NCCCN(C)C)C.O, predict the reaction product.